From a dataset of Forward reaction prediction with 1.9M reactions from USPTO patents (1976-2016). Predict the product of the given reaction. (1) Given the reactants [NH:1]1[CH2:6][CH:5]=[CH:4][CH2:3][CH2:2]1.[C:7](O[C:7]([O:9][C:10]([CH3:13])([CH3:12])[CH3:11])=[O:8])([O:9][C:10]([CH3:13])([CH3:12])[CH3:11])=[O:8], predict the reaction product. The product is: [C:7]([N:1]1[CH2:2][CH2:3][CH2:4][CH2:5][CH2:6]1)([O:9][C:10]([CH3:13])([CH3:12])[CH3:11])=[O:8]. (2) Given the reactants [Cl:1][C:2]1[CH:7]=[CH:6][C:5]([C:8]2[C:12]3[CH2:13][N:14]([C:17](=[O:19])[CH3:18])[CH2:15][CH2:16][C:11]=3[N:10]([CH2:20][CH:21]([OH:36])[CH2:22][N:23]3[CH2:28][CH2:27][N:26]([C:29]4[CH:34]=[CH:33][CH:32]=[CH:31][C:30]=4[CH3:35])[CH2:25][CH2:24]3)[N:9]=2)=[CH:4][CH:3]=1.[H-].[Na+].CI.CO.[CH2:43](Cl)Cl, predict the reaction product. The product is: [Cl:1][C:2]1[CH:3]=[CH:4][C:5]([C:8]2[C:12]3[CH2:13][N:14]([C:17](=[O:19])[CH3:18])[CH2:15][CH2:16][C:11]=3[N:10]([CH2:20][CH:21]([O:36][CH3:43])[CH2:22][N:23]3[CH2:28][CH2:27][N:26]([C:29]4[CH:34]=[CH:33][CH:32]=[CH:31][C:30]=4[CH3:35])[CH2:25][CH2:24]3)[N:9]=2)=[CH:6][CH:7]=1. (3) Given the reactants [NH2:1][C:2]1[CH:7]=[CH:6][CH:5]=[CH:4][CH:3]=1.[CH2:8]([O:10][C:11]([C:13]1[CH:14]=[N:15][N:16]([C:18]2[N:22]([CH2:23][O:24][CH2:25][CH2:26][O:27][CH3:28])[C:21]3[CH:29]=[C:30]([Cl:37])[C:31]([S:33](Cl)(=[O:35])=[O:34])=[CH:32][C:20]=3[N:19]=2)[CH:17]=1)=[O:12])[CH3:9], predict the reaction product. The product is: [CH2:8]([O:10][C:11]([C:13]1[CH:14]=[N:15][N:16]([C:18]2[N:22]([CH2:23][O:24][CH2:25][CH2:26][O:27][CH3:28])[C:21]3[CH:29]=[C:30]([Cl:37])[C:31]([S:33](=[O:35])(=[O:34])[NH:1][C:2]4[CH:7]=[CH:6][CH:5]=[CH:4][CH:3]=4)=[CH:32][C:20]=3[N:19]=2)[CH:17]=1)=[O:12])[CH3:9]. (4) Given the reactants [NH:1]1[C:9]2[C:4](=[CH:5][C:6]([C:10]([OH:12])=O)=[CH:7][CH:8]=2)[CH:3]=[CH:2]1.CCN=C=NCCCN(C)C.C1C=C2N=NN(O)C2=CC=1.O.[CH3:35][N:36]1[CH2:41][CH2:40][NH:39][CH2:38][CH2:37]1, predict the reaction product. The product is: [CH3:35][N:36]1[CH2:41][CH2:40][N:39]([C:10]([C:6]2[CH:5]=[C:4]3[C:9](=[CH:8][CH:7]=2)[NH:1][CH:2]=[CH:3]3)=[O:12])[CH2:38][CH2:37]1. (5) Given the reactants Br[C:2]1[CH:33]=[CH:32][C:5]([CH2:6][CH:7]2[C:16]3[C:11](=[CH:12][C:13]([O:17][CH2:18][C:19]4[CH:24]=[CH:23][CH:22]=[CH:21][CH:20]=4)=[CH:14][CH:15]=3)[CH2:10][CH2:9][N:8]2[C:25]2[CH:30]=[CH:29][C:28]([F:31])=[CH:27][CH:26]=2)=[CH:4][CH:3]=1.C1C=CC(P(C2C(C3C(P(C4C=CC=CC=4)C4C=CC=CC=4)=CC=C4C=3C=CC=C4)=C3C(C=CC=C3)=CC=2)C2C=CC=CC=2)=CC=1.CC(C)([O-])C.[Na+].[C:86]([N:89]1[CH2:94][CH2:93][NH:92][CH2:91][CH2:90]1)(=[O:88])[CH3:87], predict the reaction product. The product is: [C:86]([N:89]1[CH2:94][CH2:93][N:92]([C:2]2[CH:33]=[CH:32][C:5]([CH2:6][CH:7]3[C:16]4[C:11](=[CH:12][C:13]([O:17][CH2:18][C:19]5[CH:24]=[CH:23][CH:22]=[CH:21][CH:20]=5)=[CH:14][CH:15]=4)[CH2:10][CH2:9][N:8]3[C:25]3[CH:30]=[CH:29][C:28]([F:31])=[CH:27][CH:26]=3)=[CH:4][CH:3]=2)[CH2:91][CH2:90]1)(=[O:88])[CH3:87]. (6) Given the reactants [F:1][C:2]1[CH:7]=[CH:6][C:5]([C@:8]2([CH2:29][CH2:30][CH2:31][OH:32])[O:13][C:12](=[O:14])[N:11]([C@H:15]3[CH2:20][CH2:19][CH2:18][N:17]([C:21]4[CH:28]=[CH:27][C:24]([C:25]#[N:26])=[CH:23][N:22]=4)[CH2:16]3)[CH2:10][CH2:9]2)=[CH:4][CH:3]=1.OO.C([O-])([O-])=[O:36].[K+].[K+].O, predict the reaction product. The product is: [F:1][C:2]1[CH:7]=[CH:6][C:5]([C@:8]2([CH2:29][CH2:30][CH2:31][OH:32])[O:13][C:12](=[O:14])[N:11]([C@H:15]3[CH2:20][CH2:19][CH2:18][N:17]([C:21]4[CH:28]=[CH:27][C:24]([C:25]([NH2:26])=[O:36])=[CH:23][N:22]=4)[CH2:16]3)[CH2:10][CH2:9]2)=[CH:4][CH:3]=1.